This data is from Catalyst prediction with 721,799 reactions and 888 catalyst types from USPTO. The task is: Predict which catalyst facilitates the given reaction. (1) Product: [CH2:1]([O:8][C:9]1[C:16]([O:17][CH3:18])=[CH:15][CH:14]=[CH:13][C:10]=1/[CH:11]=[CH:27]/[C:28]([O:30][CH2:31][CH3:32])=[O:29])[C:2]1[CH:7]=[CH:6][CH:5]=[CH:4][CH:3]=1. Reactant: [CH2:1]([O:8][C:9]1[C:16]([O:17][CH3:18])=[CH:15][CH:14]=[CH:13][C:10]=1[CH:11]=O)[C:2]1[CH:7]=[CH:6][CH:5]=[CH:4][CH:3]=1.C(OP([CH2:27][C:28]([O:30][CH2:31][CH3:32])=[O:29])(OCC)=O)C.CN(C)C=O.[H-].[Na+]. The catalyst class is: 6. (2) Reactant: [NH2:1][C:2]([NH2:4])=[S:3].Br[CH2:6][C:7]([C:9]1[CH:14]=[CH:13][CH:12]=[C:11]([Cl:15])[CH:10]=1)=O. Product: [Cl:15][C:11]1[CH:10]=[C:9]([C:7]2[N:1]=[C:2]([NH2:4])[S:3][CH:6]=2)[CH:14]=[CH:13][CH:12]=1. The catalyst class is: 8. (3) Reactant: [CH:1]1([CH2:4][C:5]([CH3:14])([C:8]2[CH:9]=[N:10][CH:11]=[N:12][CH:13]=2)[C:6]#[N:7])[CH2:3][CH2:2]1.C(O)([C:17](F)([F:19])[F:18])=O.C(OO)(C)(C)C.C([O-])(O)=O.[Na+]. Product: [CH:1]1([CH2:4][C:5]([C:8]2[CH:9]=[N:10][C:11]([CH:17]([F:19])[F:18])=[N:12][CH:13]=2)([CH3:14])[C:6]#[N:7])[CH2:3][CH2:2]1. The catalyst class is: 34. (4) Reactant: Cl[C:2]1[N:7]=[C:6]([NH:8][CH:9]2[CH2:11][CH2:10]2)[N:5]=[C:4]([C:12]2[CH:17]=[C:16]([O:18][CH3:19])[CH:15]=[C:14]([Cl:20])[CH:13]=2)[C:3]=1[C:21]#[N:22].[SH:23][CH2:24][C:25]([NH2:27])=[O:26].C(=O)([O-])[O-].[Na+].[Na+].[O-]CC.[Na+]. Product: [NH2:22][C:21]1[C:3]2[C:4]([C:12]3[CH:17]=[C:16]([O:18][CH3:19])[CH:15]=[C:14]([Cl:20])[CH:13]=3)=[N:5][C:6]([NH:8][CH:9]3[CH2:11][CH2:10]3)=[N:7][C:2]=2[S:23][C:24]=1[C:25]([NH2:27])=[O:26]. The catalyst class is: 8. (5) Reactant: [Br:1][C:2]1[CH:3]=[CH:4][C:5]([C:9]([OH:11])=[O:10])=[N:6][C:7]=1Cl.[OH-].[K+].[F:14][C:15]([F:19])([F:18])[CH2:16][OH:17]. Product: [Br:1][C:2]1[CH:3]=[CH:4][C:5]([C:9]([OH:11])=[O:10])=[N:6][C:7]=1[O:17][CH2:16][C:15]([F:19])([F:18])[F:14]. The catalyst class is: 16. (6) Reactant: C([Li])CCC.[N:6]1[CH:11]=[CH:10][CH:9]=[C:8]([CH:12]=[O:13])[CH:7]=1.[C:14]([C:16]1[CH:17]=[C:18]([CH:21]=[CH:22][CH:23]=1)[CH:19]=[O:20])#[N:15]. Product: [CH:12]([C:8]1[CH:7]=[N:6][CH:11]=[CH:10][C:9]=1[CH:19]([OH:20])[C:18]1[CH:17]=[C:16]([CH:23]=[CH:22][CH:21]=1)[C:14]#[N:15])=[O:13]. The catalyst class is: 1. (7) Reactant: [Cl:1][C:2]1[N:7]=[CH:6][C:5]([C:8]([NH:10][C:11]2[CH:16]=[CH:15][C:14]([O:17][CH2:18][CH3:19])=[CH:13][C:12]=2[N+:20]([O-:22])=[O:21])=[O:9])=[CH:4][CH:3]=1.[CH3:23][O-].[Na+].IC. Product: [Cl:1][C:2]1[N:7]=[CH:6][C:5]([C:8]([N:10]([C:11]2[CH:16]=[CH:15][C:14]([O:17][CH2:18][CH3:19])=[CH:13][C:12]=2[N+:20]([O-:22])=[O:21])[CH3:23])=[O:9])=[CH:4][CH:3]=1. The catalyst class is: 39.